From a dataset of NCI-60 drug combinations with 297,098 pairs across 59 cell lines. Regression. Given two drug SMILES strings and cell line genomic features, predict the synergy score measuring deviation from expected non-interaction effect. (1) Drug 1: CC12CCC(CC1=CCC3C2CCC4(C3CC=C4C5=CN=CC=C5)C)O. Drug 2: COC1=C2C(=CC3=C1OC=C3)C=CC(=O)O2. Cell line: SK-MEL-5. Synergy scores: CSS=-4.15, Synergy_ZIP=-0.368, Synergy_Bliss=-3.33, Synergy_Loewe=-4.80, Synergy_HSA=-5.17. (2) Drug 1: CN(CC1=CN=C2C(=N1)C(=NC(=N2)N)N)C3=CC=C(C=C3)C(=O)NC(CCC(=O)O)C(=O)O. Drug 2: CC1=CC=C(C=C1)C2=CC(=NN2C3=CC=C(C=C3)S(=O)(=O)N)C(F)(F)F. Cell line: HOP-92. Synergy scores: CSS=7.38, Synergy_ZIP=-2.77, Synergy_Bliss=-3.20, Synergy_Loewe=-11.5, Synergy_HSA=-5.47. (3) Drug 1: CN1C2=C(C=C(C=C2)N(CCCl)CCCl)N=C1CCCC(=O)O.Cl. Drug 2: C1CN(P(=O)(OC1)NCCCl)CCCl. Cell line: OVCAR-4. Synergy scores: CSS=1.38, Synergy_ZIP=-2.70, Synergy_Bliss=-3.82, Synergy_Loewe=-2.40, Synergy_HSA=-2.37. (4) Drug 1: CCC1(CC2CC(C3=C(CCN(C2)C1)C4=CC=CC=C4N3)(C5=C(C=C6C(=C5)C78CCN9C7C(C=CC9)(C(C(C8N6C)(C(=O)OC)O)OC(=O)C)CC)OC)C(=O)OC)O.OS(=O)(=O)O. Drug 2: C1CC(=O)NC(=O)C1N2C(=O)C3=CC=CC=C3C2=O. Cell line: T-47D. Synergy scores: CSS=-2.56, Synergy_ZIP=3.95, Synergy_Bliss=5.83, Synergy_Loewe=0.145, Synergy_HSA=0.324. (5) Drug 1: CN(CC1=CN=C2C(=N1)C(=NC(=N2)N)N)C3=CC=C(C=C3)C(=O)NC(CCC(=O)O)C(=O)O. Drug 2: CC1CCC2CC(C(=CC=CC=CC(CC(C(=O)C(C(C(=CC(C(=O)CC(OC(=O)C3CCCCN3C(=O)C(=O)C1(O2)O)C(C)CC4CCC(C(C4)OC)O)C)C)O)OC)C)C)C)OC. Cell line: NCI-H226. Synergy scores: CSS=25.9, Synergy_ZIP=0.0656, Synergy_Bliss=1.41, Synergy_Loewe=1.01, Synergy_HSA=1.30. (6) Cell line: MDA-MB-231. Synergy scores: CSS=13.9, Synergy_ZIP=-9.43, Synergy_Bliss=-3.72, Synergy_Loewe=-3.10, Synergy_HSA=-3.05. Drug 1: CCC1=C2CN3C(=CC4=C(C3=O)COC(=O)C4(CC)O)C2=NC5=C1C=C(C=C5)O. Drug 2: CC1=C(C(=CC=C1)Cl)NC(=O)C2=CN=C(S2)NC3=CC(=NC(=N3)C)N4CCN(CC4)CCO.